From a dataset of Full USPTO retrosynthesis dataset with 1.9M reactions from patents (1976-2016). Predict the reactants needed to synthesize the given product. Given the product [F:1][C:2]1[CH:9]=[CH:8][C:7]([CH2:10][CH2:11][OH:12])=[CH:6][C:3]=1[C:4]#[N:5], predict the reactants needed to synthesize it. The reactants are: [F:1][C:2]1[CH:9]=[CH:8][C:7]([CH2:10][CH:11]=[O:12])=[CH:6][C:3]=1[C:4]#[N:5].